Dataset: Full USPTO retrosynthesis dataset with 1.9M reactions from patents (1976-2016). Task: Predict the reactants needed to synthesize the given product. (1) The reactants are: [Cl:1][C:2]1[S:6][C:5]([NH:7][C:8](=[O:28])[N:9]([CH2:13][CH2:14][CH:15]([C:22]2[CH:27]=[CH:26][CH:25]=[CH:24][CH:23]=2)[C:16]2[CH:21]=[CH:20][CH:19]=[CH:18][CH:17]=2)CCO)=[N:4][C:3]=1[C:29]1[CH:34]=[CH:33][C:32]([NH:35][S:36]([CH3:39])(=[O:38])=[O:37])=[CH:31][CH:30]=1.C1N=CN(C(N2C=NC=C2)=O)C=1.C(=O)(OCCN(CCC(C1C=CC=CC=1)C1C=CC=CC=1)C(NC1SC(Cl)=C(C2C=CC(NS(C)(=O)=O)=CC=2)N=1)=O)N. Given the product [Cl:1][C:2]1[S:6][C:5]([NH:7][C:8]([NH:9][CH2:13][CH2:14][CH:15]([C:16]2[CH:21]=[CH:20][CH:19]=[CH:18][CH:17]=2)[C:22]2[CH:23]=[CH:24][CH:25]=[CH:26][CH:27]=2)=[O:28])=[N:4][C:3]=1[C:29]1[CH:30]=[CH:31][C:32]([NH:35][S:36]([CH3:39])(=[O:37])=[O:38])=[CH:33][CH:34]=1, predict the reactants needed to synthesize it. (2) Given the product [NH2:8][C:5]1[CH:6]=[CH:7][C:2]([F:1])=[C:3]([C:11]2[C:12]([C:17]#[N:18])=[CH:13][CH:14]=[CH:15][CH:16]=2)[CH:4]=1, predict the reactants needed to synthesize it. The reactants are: [F:1][C:2]1[CH:7]=[CH:6][C:5]([N+:8]([O-])=O)=[CH:4][C:3]=1[C:11]1[C:12]([C:17]#[N:18])=[CH:13][CH:14]=[CH:15][CH:16]=1. (3) Given the product [CH3:1][O:2][C:3]1[CH:4]=[C:5]2[C:6](=[CH:7][CH:8]=1)[N:9]=[C:13]([C:15]1[CH:24]=[CH:23][C:18]([C:19]([O:21][CH3:22])=[O:20])=[CH:17][CH:16]=1)[CH:12]=[N:10]2, predict the reactants needed to synthesize it. The reactants are: [CH3:1][O:2][C:3]1[CH:4]=[C:5]([NH2:10])[C:6]([NH2:9])=[CH:7][CH:8]=1.O=[CH:12][C:13]([C:15]1[CH:24]=[CH:23][C:18]([C:19]([O:21][CH3:22])=[O:20])=[CH:17][CH:16]=1)=O. (4) Given the product [CH3:12][O:11][C:10]1[CH:9]=[CH:8][C:5]([CH2:6][NH:17][CH:15]=[O:16])=[CH:4][C:3]=1[C:2]([F:14])([F:13])[F:1], predict the reactants needed to synthesize it. The reactants are: [F:1][C:2]([F:14])([F:13])[C:3]1[CH:4]=[C:5]([CH:8]=[CH:9][C:10]=1[O:11][CH3:12])[CH:6]=O.[CH:15]([NH2:17])=[O:16].C(O)=O.O.